From a dataset of Forward reaction prediction with 1.9M reactions from USPTO patents (1976-2016). Predict the product of the given reaction. (1) Given the reactants Cl[C:2]1[N:7]=[C:6]([S:8][CH3:9])[N:5]=[C:4]([NH:10][CH2:11][CH2:12][C:13]2[CH:18]=[CH:17][C:16]([O:19][CH3:20])=[C:15]([O:21][CH3:22])[CH:14]=2)[CH:3]=1.[CH2:23]([O:25][C:26](=[O:34])[C:27]1[CH:32]=[CH:31][CH:30]=[C:29]([OH:33])[CH:28]=1)[CH3:24].C([O-])([O-])=O.[Cs+].[Cs+], predict the reaction product. The product is: [CH2:23]([O:25][C:26](=[O:34])[C:27]1[CH:32]=[CH:31][CH:30]=[C:29]([O:33][C:2]2[CH:3]=[C:4]([NH:10][CH2:11][CH2:12][C:13]3[CH:18]=[CH:17][C:16]([O:19][CH3:20])=[C:15]([O:21][CH3:22])[CH:14]=3)[N:5]=[C:6]([S:8][CH3:9])[N:7]=2)[CH:28]=1)[CH3:24]. (2) Given the reactants [O:1]=[S:2]1(=[O:52])[CH2:7][CH2:6][CH:5]([O:8][C:9]2[CH:16]=[CH:15][C:14]([C:17]3[C:18]4[CH:25]=[C:24]([C:26]5[CH:31]=[CH:30][C:29]([N:32]6[CH2:37][CH2:36][N:35]([CH:38]7[CH2:41][O:40][CH2:39]7)[CH2:34][CH2:33]6)=[C:28]([O:42][CH3:43])[CH:27]=5)[N:23](COCC[Si](C)(C)C)[C:19]=4[N:20]=[CH:21][N:22]=3)=[CH:13][C:10]=2[C:11]#[N:12])[CH2:4][CH2:3]1.[C:53]([OH:59])([C:55]([F:58])([F:57])[F:56])=[O:54], predict the reaction product. The product is: [O:52]=[S:2]1(=[O:1])[CH2:3][CH2:4][CH:5]([O:8][C:9]2[CH:16]=[CH:15][C:14]([C:17]3[C:18]4[CH:25]=[C:24]([C:26]5[CH:31]=[CH:30][C:29]([N:32]6[CH2:33][CH2:34][N:35]([CH:38]7[CH2:41][O:40][CH2:39]7)[CH2:36][CH2:37]6)=[C:28]([O:42][CH3:43])[CH:27]=5)[NH:23][C:19]=4[N:20]=[CH:21][N:22]=3)=[CH:13][C:10]=2[C:11]#[N:12])[CH2:6][CH2:7]1.[C:53]([OH:59])([C:55]([F:58])([F:57])[F:56])=[O:54]. (3) The product is: [Cl:1][C:2]1[CH:7]=[CH:6][CH:5]=[CH:4][C:3]=1[C:8]1[CH:9]=[C:10]([C:11]([F:14])([F:13])[F:12])[N:29]2[N:30]=[CH:31][C:32]([C:33]#[N:34])=[C:28]2[N:27]=1. Given the reactants [Cl:1][C:2]1[CH:7]=[CH:6][CH:5]=[CH:4][C:3]=1[C:8](=O)[CH2:9][C:10](=O)[C:11]([F:14])([F:13])[F:12].ClCC(C1C=CC=CC=1)=O.[NH2:27][C:28]1[C:32]([C:33]#[N:34])=[CH:31][NH:30][N:29]=1, predict the reaction product.